Dataset: Reaction yield outcomes from USPTO patents with 853,638 reactions. Task: Predict the reaction yield, written as a fraction of the theoretical maximum amount of product (1.0 means a 100% yield; for example, 0.34 means a 34% yield). The reactants are [NH2:1][C:2]1[CH:7]=[CH:6][C:5]([Cl:8])=[CH:4][N:3]=1.C[Si]([N-][Si](C)(C)C)(C)C.[K+].C1(C)C=CC=CC=1.[Cl:26][C:27]1[CH:38]=[C:31]2[C:32](OC(=O)[NH:36][C:30]2=[CH:29][CH:28]=1)=[O:33]. The catalyst is O1CCCC1. The product is [NH2:36][C:30]1[CH:29]=[CH:28][C:27]([Cl:26])=[CH:38][C:31]=1[C:32]([NH:1][C:2]1[CH:7]=[CH:6][C:5]([Cl:8])=[CH:4][N:3]=1)=[O:33]. The yield is 1.00.